From a dataset of Peptide-MHC class II binding affinity with 134,281 pairs from IEDB. Regression. Given a peptide amino acid sequence and an MHC pseudo amino acid sequence, predict their binding affinity value. This is MHC class II binding data. The peptide sequence is LLLSVSNRCPICKMP. The MHC is DRB1_0101 with pseudo-sequence DRB1_0101. The binding affinity (normalized) is 0.380.